Dataset: Full USPTO retrosynthesis dataset with 1.9M reactions from patents (1976-2016). Task: Predict the reactants needed to synthesize the given product. (1) Given the product [Cl:1][C:2]1[CH:3]=[N:4][C:5]2[C:10]([CH:11]=1)=[CH:9][C:8]([CH2:12][C:20]1[CH:21]=[C:22]([CH:27]=[CH:28][N:29]=1)[C:23]([O:25][CH3:26])=[O:24])=[CH:7][C:6]=2[S:14]([CH3:17])(=[O:16])=[O:15], predict the reactants needed to synthesize it. The reactants are: [Cl:1][C:2]1[CH:3]=[N:4][C:5]2[C:10]([CH:11]=1)=[CH:9][C:8]([CH2:12]Cl)=[CH:7][C:6]=2[S:14]([CH3:17])(=[O:16])=[O:15].C[Sn](C)(C)[C:20]1[CH:21]=[C:22]([CH:27]=[CH:28][N:29]=1)[C:23]([O:25][CH3:26])=[O:24]. (2) Given the product [NH2:13][CH2:12][CH2:11][N:9]1[C:10]2[C:6](=[CH:5][CH:4]=[C:3]([CH2:15][O:16][CH:17]3[CH:22]([C:23]4[CH:24]=[CH:25][C:26]([O:29][CH2:30][CH2:31][CH2:32][O:33][CH2:34][C:35]5[CH:40]=[CH:39][CH:38]=[CH:37][C:36]=5[O:41][CH3:42])=[CH:27][CH:28]=4)[CH2:21][CH2:20][N:19]([C:43]([O:45][CH2:46][C:47]4[CH:52]=[CH:51][CH:50]=[CH:49][CH:48]=4)=[O:44])[CH2:18]3)[C:2]=2[Br:1])[C:7]([CH3:14])=[CH:8]1, predict the reactants needed to synthesize it. The reactants are: [Br:1][C:2]1[C:3]([CH2:15][O:16][CH:17]2[CH:22]([C:23]3[CH:28]=[CH:27][C:26]([O:29][CH2:30][CH2:31][CH2:32][O:33][CH2:34][C:35]4[CH:40]=[CH:39][CH:38]=[CH:37][C:36]=4[O:41][CH3:42])=[CH:25][CH:24]=3)[CH2:21][CH2:20][N:19]([C:43]([O:45][CH2:46][C:47]3[CH:52]=[CH:51][CH:50]=[CH:49][CH:48]=3)=[O:44])[CH2:18]2)=[CH:4][CH:5]=[C:6]2[C:10]=1[N:9]([CH2:11][C:12]#[N:13])[CH:8]=[C:7]2[CH3:14].B#B.CO. (3) Given the product [O:4]([C:11]1[CH:12]=[C:13]([N:17]([CH2:18][C:19]2[CH:24]=[CH:23][CH:22]=[C:21]([CH:25]3[CH2:29][CH2:28][CH2:27][O:26]3)[CH:20]=2)[CH2:33][CH:32]([OH:34])[C:31]([F:36])([F:35])[F:30])[CH:14]=[CH:15][CH:16]=1)[C:5]1[CH:10]=[CH:9][CH:8]=[CH:7][CH:6]=1, predict the reactants needed to synthesize it. The reactants are: CC#N.[O:4]([C:11]1[CH:12]=[C:13]([NH:17][CH2:18][C:19]2[CH:24]=[CH:23][CH:22]=[C:21]([CH:25]3[CH2:29][CH2:28][CH2:27][O:26]3)[CH:20]=2)[CH:14]=[CH:15][CH:16]=1)[C:5]1[CH:10]=[CH:9][CH:8]=[CH:7][CH:6]=1.[F:30][C:31]([F:36])([F:35])[CH:32]1[O:34][CH2:33]1.C(S([O-])(=O)=O)(F)(F)F.C(S([O-])(=O)=O)(F)(F)F.C(S([O-])(=O)=O)(F)(F)F.[Yb+3]. (4) Given the product [O:49]=[C:48]([N:50]1[CH2:55][CH2:54][N:53]([C:56]([C:58]2[CH:59]=[N:60][CH:61]=[CH:62][C:63]=2[C:64]([F:67])([F:66])[F:65])=[O:57])[CH2:52][CH2:51]1)[CH2:47][NH:46][C:42]([C:40]1[N:39]=[N:38][N:37]([C:31]2[CH:32]=[CH:33][CH:34]=[CH:35][CH:36]=2)[CH:41]=1)=[O:44], predict the reactants needed to synthesize it. The reactants are: CCN(C(C)C)C(C)C.C1C=CC2N(O)N=NC=2C=1.CCN=C=NCCCN(C)C.[C:31]1([N:37]2[CH:41]=[C:40]([C:42]([OH:44])=O)[N:39]=[N:38]2)[CH:36]=[CH:35][CH:34]=[CH:33][CH:32]=1.Cl.[NH2:46][CH2:47][C:48]([N:50]1[CH2:55][CH2:54][N:53]([C:56]([C:58]2[CH:59]=[N:60][CH:61]=[CH:62][C:63]=2[C:64]([F:67])([F:66])[F:65])=[O:57])[CH2:52][CH2:51]1)=[O:49].FC(F)(F)C1C(C(O)=O)=CN=CC=1. (5) The reactants are: [CH2:1]([C:3]1[C:4]([NH:11][C@@H:12]2[C:20]3[C:15](=[CH:16][CH:17]=[CH:18][CH:19]=3)[CH2:14][C@@H:13]2[OH:21])=[N:5][C:6]([CH2:9][CH3:10])=[CH:7][N:8]=1)[CH3:2].[I:22]I. Given the product [CH2:1]([C:3]1[C:4]([NH:11][C@@H:12]2[C:20]3[C:15](=[CH:16][CH:17]=[CH:18][CH:19]=3)[CH2:14][C@@H:13]2[OH:21])=[N:5][C:6]([CH2:9][CH3:10])=[C:7]([I:22])[N:8]=1)[CH3:2], predict the reactants needed to synthesize it. (6) Given the product [CH3:22][N:2]([CH3:1])[CH2:3][CH2:4][N:5]1[CH2:10][CH2:9][CH2:8][CH:7]([C:11]2[CH:12]=[CH:13][C:14]([C:15]([O:17][CH3:18])=[O:16])=[CH:19][CH:20]=2)[C:6]1=[O:21], predict the reactants needed to synthesize it. The reactants are: [CH3:1][N:2]([CH3:22])[CH2:3][CH2:4][N:5]1[CH:10]=[CH:9][CH:8]=[C:7]([C:11]2[CH:20]=[CH:19][C:14]([C:15]([O:17][CH3:18])=[O:16])=[CH:13][CH:12]=2)[C:6]1=[O:21].[H][H]. (7) Given the product [Br:16][C:17]1[CH:24]=[C:23]([N:10]2[C:11]([CH3:12])=[C:7]([CH2:6][C:5]3[CH:14]=[CH:15][C:2]([F:1])=[CH:3][CH:4]=3)[C:8]([CH3:13])=[N:9]2)[CH:22]=[CH:21][C:18]=1[C:19]#[N:20], predict the reactants needed to synthesize it. The reactants are: [F:1][C:2]1[CH:15]=[CH:14][C:5]([CH2:6][C:7]2[C:8]([CH3:13])=[N:9][NH:10][C:11]=2[CH3:12])=[CH:4][CH:3]=1.[Br:16][C:17]1[CH:24]=[C:23](F)[CH:22]=[CH:21][C:18]=1[C:19]#[N:20]. (8) Given the product [CH2:21]([OH:22])[CH3:20].[CH3:2][CH2:7][CH2:6][CH2:5][CH2:4][CH2:19][CH3:20], predict the reactants needed to synthesize it. The reactants are: N[C:2]1[CH:7]=[CH:6][C:5](Cl)=[CH:4]N=1.[Li+].C[Si]([N-][Si](C)(C)C)(C)C.[CH2:19]1C[O:22][CH2:21][CH2:20]1. (9) Given the product [NH2:2][CH:1]([C:3]1([C:14]2[CH:19]=[CH:18][CH:17]=[CH:16][N:15]=2)[CH2:6][N:5]([C:7]([O:9][C:10]([CH3:13])([CH3:12])[CH3:11])=[O:8])[CH2:4]1)[CH3:20], predict the reactants needed to synthesize it. The reactants are: [C:1]([C:3]1([C:14]2[CH:19]=[CH:18][CH:17]=[CH:16][N:15]=2)[CH2:6][N:5]([C:7]([O:9][C:10]([CH3:13])([CH3:12])[CH3:11])=[O:8])[CH2:4]1)#[N:2].[CH3:20][Mg+].[Br-].CO.[BH4-].[Na+]. (10) Given the product [CH3:14][C:10]1[S:9][C:8]2=[N:7][C:6]([CH2:5][C:4]([OH:15])=[O:3])=[CH:13][N:12]2[N:11]=1, predict the reactants needed to synthesize it. The reactants are: C([O:3][C:4](=[O:15])[CH2:5][C:6]1[N:7]=[C:8]2[N:12]([CH:13]=1)[N:11]=[C:10]([CH3:14])[S:9]2)C.[OH-].[Na+].